Dataset: Merck oncology drug combination screen with 23,052 pairs across 39 cell lines. Task: Regression. Given two drug SMILES strings and cell line genomic features, predict the synergy score measuring deviation from expected non-interaction effect. (1) Drug 1: CN1C(=O)C=CC2(C)C3CCC4(C)C(NC(=O)OCC(F)(F)F)CCC4C3CCC12. Drug 2: CCC1(O)CC2CN(CCc3c([nH]c4ccccc34)C(C(=O)OC)(c3cc4c(cc3OC)N(C)C3C(O)(C(=O)OC)C(OC(C)=O)C5(CC)C=CCN6CCC43C65)C2)C1. Cell line: RKO. Synergy scores: synergy=3.41. (2) Drug 1: O=C(O)C1(Cc2cccc(Nc3nccs3)n2)CCC(Oc2cccc(Cl)c2F)CC1. Synergy scores: synergy=5.64. Cell line: OV90. Drug 2: C#Cc1cccc(Nc2ncnc3cc(OCCOC)c(OCCOC)cc23)c1. (3) Drug 1: CN1C(=O)C=CC2(C)C3CCC4(C)C(NC(=O)OCC(F)(F)F)CCC4C3CCC12. Drug 2: CN(C)C(=N)N=C(N)N. Cell line: VCAP. Synergy scores: synergy=17.6. (4) Drug 1: CC(=O)OC1C(=O)C2(C)C(O)CC3OCC3(OC(C)=O)C2C(OC(=O)c2ccccc2)C2(O)CC(OC(=O)C(O)C(NC(=O)c3ccccc3)c3ccccc3)C(C)=C1C2(C)C. Drug 2: CC(C)CC(NC(=O)C(Cc1ccccc1)NC(=O)c1cnccn1)B(O)O. Cell line: HT29. Synergy scores: synergy=-44.5. (5) Synergy scores: synergy=25.9. Drug 2: NC1(c2ccc(-c3nc4ccn5c(=O)[nH]nc5c4cc3-c3ccccc3)cc2)CCC1. Drug 1: O=C(O)C1(Cc2cccc(Nc3nccs3)n2)CCC(Oc2cccc(Cl)c2F)CC1. Cell line: UWB1289BRCA1. (6) Drug 1: COC1CC2CCC(C)C(O)(O2)C(=O)C(=O)N2CCCCC2C(=O)OC(C(C)CC2CCC(OP(C)(C)=O)C(OC)C2)CC(=O)C(C)C=C(C)C(O)C(OC)C(=O)C(C)CC(C)C=CC=CC=C1C. Drug 2: COC1=C2CC(C)CC(OC)C(O)C(C)C=C(C)C(OC(N)=O)C(OC)C=CC=C(C)C(=O)NC(=CC1=O)C2=O. Cell line: OVCAR3. Synergy scores: synergy=12.6.